From a dataset of Reaction yield outcomes from USPTO patents with 853,638 reactions. Predict the reaction yield, written as a fraction of the theoretical maximum amount of product (1.0 means a 100% yield; for example, 0.34 means a 34% yield). (1) The reactants are BrCCBr.C[Si](Cl)(C)C.[CH3:10][O:11][C:12](=[O:21])/[C:13](/I)=[CH:14]\[CH:15]1[CH2:19][CH2:18][CH2:17][CH2:16]1.C1(P(C2C=CC=CC=2)C2C=CC=CC=2)C=CC=CC=1.Br[C:42]1[CH:47]=[CH:46][C:45]([N:48]2[C:52]([CH3:53])=[N:51][N:50]=[N:49]2)=[C:44]([C:54]([F:57])([F:56])[F:55])[CH:43]=1.[Cl-].[NH4+]. The catalyst is O1CCCC1.[Zn].C1C=CC(/C=C/C(/C=C/C2C=CC=CC=2)=O)=CC=1.C1C=CC(/C=C/C(/C=C/C2C=CC=CC=2)=O)=CC=1.[Pd]. The product is [CH3:10][O:11][C:12](=[O:21])/[C:13](/[C:42]1[CH:47]=[CH:46][C:45]([N:48]2[C:52]([CH3:53])=[N:51][N:50]=[N:49]2)=[C:44]([C:54]([F:57])([F:56])[F:55])[CH:43]=1)=[CH:14]/[CH:15]1[CH2:19][CH2:18][CH2:17][CH2:16]1. The yield is 0.776. (2) The reactants are [Cl:1][C:2]1[C:3]([F:28])=[C:4]([CH:8]2[C:12]([C:15]3[CH:20]=[CH:19][C:18]([Cl:21])=[CH:17][C:16]=3[F:22])([C:13]#[N:14])[CH:11]([CH2:23][C:24]([CH3:27])([CH3:26])[CH3:25])[CH2:10][NH:9]2)[CH:5]=[CH:6][CH:7]=1.[CH2:29]([O:31][C:32](=[O:46])[C:33]1[CH:38]=[CH:37][C:36]([CH2:39][C:40](O)=[O:41])=[CH:35][C:34]=1[O:43][CH2:44][CH3:45])[CH3:30].CN(C(ON1N=NC2C=CC=NC1=2)=[N+](C)C)C.F[P-](F)(F)(F)(F)F.CCN(C(C)C)C(C)C. The catalyst is C(Cl)Cl. The product is [CH2:29]([O:31][C:32](=[O:46])[C:33]1[CH:38]=[CH:37][C:36]([CH2:39][C:40]([N:9]2[CH2:10][C@@H:11]([CH2:23][C:24]([CH3:25])([CH3:27])[CH3:26])[C@@:12]([C:15]3[CH:20]=[CH:19][C:18]([Cl:21])=[CH:17][C:16]=3[F:22])([C:13]#[N:14])[C@H:8]2[C:4]2[CH:5]=[CH:6][CH:7]=[C:2]([Cl:1])[C:3]=2[F:28])=[O:41])=[CH:35][C:34]=1[O:43][CH2:44][CH3:45])[CH3:30]. The yield is 0.376. (3) The reactants are [F:1][C:2]([F:34])([F:33])[C:3]1[CH:28]=[C:27]([C:29]([F:32])([F:31])[F:30])[CH:26]=[CH:25][C:4]=1[CH2:5][O:6][C:7]1[CH:12]=[CH:11][C:10](/[CH:13]=[C:14]2\[NH:15][C:16](=[O:22])[N:17]([CH2:20][CH3:21])[C:18]\2=[NH:19])=[CH:9][C:8]=1[O:23][CH3:24].Br[CH2:36][CH3:37].C(=O)([O-])[O-].[K+].[K+]. The catalyst is C(O)C.C(OCC)(=O)C.O. The product is [F:34][C:2]([F:1])([F:33])[C:3]1[CH:28]=[C:27]([C:29]([F:31])([F:30])[F:32])[CH:26]=[CH:25][C:4]=1[CH2:5][O:6][C:7]1[CH:12]=[CH:11][C:10](/[CH:13]=[C:14]2\[N:15]([CH2:36][CH3:37])[C:16](=[O:22])[N:17]([CH2:20][CH3:21])[C:18]\2=[NH:19])=[CH:9][C:8]=1[O:23][CH3:24]. The yield is 0.880. (4) The reactants are CC1C=C(N2CCN(CC3C=CC(C(F)(F)F)=CC=3)C2=O)SC=1C(OCC)=O.[N:29]1[S:30][N:31]=[C:32]2[CH:37]=[C:36]([CH2:38][N:39]3[CH2:43][CH2:42][N:41]([C:44]4[S:45][C:46]([C:50]([O:52]CC)=[O:51])=[C:47]([CH3:49])[N:48]=4)[C:40]3=[O:55])[CH:35]=[CH:34][C:33]=12. No catalyst specified. The product is [N:29]1[S:30][N:31]=[C:32]2[CH:37]=[C:36]([CH2:38][N:39]3[CH2:43][CH2:42][N:41]([C:44]4[S:45][C:46]([C:50]([OH:52])=[O:51])=[C:47]([CH3:49])[N:48]=4)[C:40]3=[O:55])[CH:35]=[CH:34][C:33]=12. The yield is 0.850. (5) The reactants are CCO[C:4]([CH:6]1[CH2:12][CH2:11][C:9](=[O:10])[CH2:8][CH2:7]1)=[O:5].[CH2:13](O)[CH2:14][OH:15].[H-].[Al+3].[Li+].[H-].[H-].[H-].[OH-].[Na+]. The catalyst is O.C1(C)C=CC(S(O)(=O)=O)=CC=1.C(N(CC)CC)C.O.O1CCCC1.C1C=CC=CC=1. The product is [O:10]1[C:9]2([CH2:8][CH2:7][CH:6]([CH2:4][OH:5])[CH2:12][CH2:11]2)[O:15][CH2:14][CH2:13]1. The yield is 0.851. (6) The reactants are C([O-])=O.[NH4+].C(OC([N:12]([C:31]1[CH:36]=[C:35]([C:37]([N:39]2[CH2:44][CH2:43][CH:42]([C:45]3[CH:50]=[CH:49][C:48]([C:51]#[N:52])=[CH:47][CH:46]=3)[CH2:41][CH2:40]2)=[O:38])[CH:34]=[CH:33][C:32]=1[CH3:53])[S:13]([CH:16]1[CH2:20][CH2:19][N:18]([C:21]([O:23]CC2C=CC=CC=2)=[O:22])[CH2:17]1)(=[O:15])=[O:14])=O)(C)(C)C. The catalyst is [Pd].CO. The product is [C:51]([C:48]1[CH:47]=[CH:46][C:45]([CH:42]2[CH2:43][CH2:44][N:39]([C:37]([C:35]3[CH:34]=[CH:33][C:32]([CH3:53])=[C:31]([NH:12][S:13]([CH:16]4[CH2:20][CH2:19][N:18]([C:21]([O:23][C:32]([CH3:53])([CH3:33])[CH3:31])=[O:22])[CH2:17]4)(=[O:14])=[O:15])[CH:36]=3)=[O:38])[CH2:40][CH2:41]2)=[CH:50][CH:49]=1)#[N:52]. The yield is 0.323. (7) The reactants are Br[C:2]1[CH:3]=[C:4]2[C:8](=[CH:9][CH:10]=1)[C:7](=[O:11])[N:6]([CH2:12][CH2:13][OH:14])[CH2:5]2.[CH:15]1([NH:18][C:19](=[O:36])[C:20]2[CH:25]=[CH:24][C:23]([CH3:26])=[C:22](B3OC(C)(C)C(C)(C)O3)[CH:21]=2)[CH2:17][CH2:16]1.O.CCOC(C)=O. The catalyst is COCCOC.C([O-])([O-])=O.[Na+].[Na+].C1C=CC([P]([Pd]([P](C2C=CC=CC=2)(C2C=CC=CC=2)C2C=CC=CC=2)([P](C2C=CC=CC=2)(C2C=CC=CC=2)C2C=CC=CC=2)[P](C2C=CC=CC=2)(C2C=CC=CC=2)C2C=CC=CC=2)(C2C=CC=CC=2)C2C=CC=CC=2)=CC=1. The product is [CH:15]1([NH:18][C:19](=[O:36])[C:20]2[CH:25]=[CH:24][C:23]([CH3:26])=[C:22]([C:2]3[CH:3]=[C:4]4[C:8](=[CH:9][CH:10]=3)[C:7](=[O:11])[N:6]([CH2:12][CH2:13][OH:14])[CH2:5]4)[CH:21]=2)[CH2:16][CH2:17]1. The yield is 0.280.